Dataset: Catalyst prediction with 721,799 reactions and 888 catalyst types from USPTO. Task: Predict which catalyst facilitates the given reaction. (1) Reactant: Br[C:2]1[CH:11]=[C:10]2[C:5]([C:6](=[O:37])[N:7]([C:26]3[CH:31]=[CH:30][C:29]([O:32][C:33]([F:36])([F:35])[F:34])=[CH:28][CH:27]=3)[C:8]3([CH2:16][CH2:15][N:14]([CH2:17][C:18]4[CH:23]=[CH:22][C:21]([F:24])=[C:20]([F:25])[CH:19]=4)[CH2:13][CH2:12]3)[NH:9]2)=[CH:4][CH:3]=1.C([Sn](CCCC)(CCCC)[C:43]([O:45]CC)=[CH2:44])CCC. Product: [C:43]([C:2]1[CH:11]=[C:10]2[C:5]([C:6](=[O:37])[N:7]([C:26]3[CH:31]=[CH:30][C:29]([O:32][C:33]([F:36])([F:34])[F:35])=[CH:28][CH:27]=3)[C:8]3([CH2:16][CH2:15][N:14]([CH2:17][C:18]4[CH:23]=[CH:22][C:21]([F:24])=[C:20]([F:25])[CH:19]=4)[CH2:13][CH2:12]3)[NH:9]2)=[CH:4][CH:3]=1)(=[O:45])[CH3:44]. The catalyst class is: 206. (2) Reactant: [C:1]([CH2:8][N:9]1[CH2:22][CH2:21][CH2:20][N:19]2[CH2:23][CH:24]([CH2:26][C:27]3[CH:32]=[CH:31][C:30]([N+:33]([O-])=O)=[CH:29][CH:28]=3)[CH2:25][N:12]([CH2:13][CH2:14][CH2:15][N:16]([CH2:36][C:37]([O:39][C:40]([CH3:43])([CH3:42])[CH3:41])=[O:38])[CH2:17][CH2:18]2)[CH2:11][CH2:10]1)([O:3][C:4]([CH3:7])([CH3:6])[CH3:5])=[O:2]. Product: [C:37]([CH2:36][N:16]1[CH2:15][CH2:14][CH2:13][N:12]2[CH2:25][CH:24]([CH2:26][C:27]3[CH:32]=[CH:31][C:30]([NH2:33])=[CH:29][CH:28]=3)[CH2:23][N:19]([CH2:20][CH2:21][CH2:22][N:9]([CH2:8][C:1]([O:3][C:4]([CH3:7])([CH3:6])[CH3:5])=[O:2])[CH2:10][CH2:11]2)[CH2:18][CH2:17]1)([O:39][C:40]([CH3:42])([CH3:41])[CH3:43])=[O:38]. The catalyst class is: 29. (3) Reactant: C1N=CN(C(N2C=NC=C2)=O)C=1.[C:13]1([S:19]([CH2:22][CH2:23][S:24][C:25]2[N:33]=[CH:32][CH:31]=[CH:30][C:26]=2[C:27]([OH:29])=O)(=[O:21])=[O:20])[CH:18]=[CH:17][CH:16]=[CH:15][CH:14]=1.[CH2:34]([NH2:38])[CH:35]([CH3:37])[CH3:36]. Product: [CH2:34]([NH:38][C:27](=[O:29])[C:26]1[CH:30]=[CH:31][CH:32]=[N:33][C:25]=1[S:24][CH2:23][CH2:22][S:19]([C:13]1[CH:14]=[CH:15][CH:16]=[CH:17][CH:18]=1)(=[O:20])=[O:21])[CH:35]([CH3:37])[CH3:36]. The catalyst class is: 124. (4) Reactant: Cl.[NH2:2][CH:3]1[CH2:8][CH2:7][CH2:6][N:5]([CH3:9])[C:4]1=[O:10].C(N(CC)CC)C.S=[C:19]1[CH2:23][S:22][C:21](=[O:24])[NH:20]1. Product: [CH3:9][N:5]1[CH2:6][CH2:7][CH2:8][CH:3]([NH:2][C:19]2[CH2:23][S:22][C:21](=[O:24])[N:20]=2)[C:4]1=[O:10]. The catalyst class is: 8.